This data is from NCI-60 drug combinations with 297,098 pairs across 59 cell lines. The task is: Regression. Given two drug SMILES strings and cell line genomic features, predict the synergy score measuring deviation from expected non-interaction effect. Drug 1: CCC(=C(C1=CC=CC=C1)C2=CC=C(C=C2)OCCN(C)C)C3=CC=CC=C3.C(C(=O)O)C(CC(=O)O)(C(=O)O)O. Drug 2: C1=NC2=C(N=C(N=C2N1C3C(C(C(O3)CO)O)F)Cl)N. Cell line: ACHN. Synergy scores: CSS=14.3, Synergy_ZIP=-7.80, Synergy_Bliss=-3.42, Synergy_Loewe=-35.0, Synergy_HSA=-5.14.